Dataset: Reaction yield outcomes from USPTO patents with 853,638 reactions. Task: Predict the reaction yield, written as a fraction of the theoretical maximum amount of product (1.0 means a 100% yield; for example, 0.34 means a 34% yield). (1) The catalyst is C(O)C.C(OCC)(=O)C. The product is [F:40][C:37]1[CH:38]=[CH:39][C:34]([CH2:33][N:12]2[C:13](=[O:32])[C:14]([C:15]3[NH:20][C:19]4[CH:21]=[CH:22][C:23]([NH:25][S:26]([CH3:29])(=[O:27])=[O:28])=[CH:24][C:18]=4[S:17](=[O:31])(=[O:30])[N:16]=3)=[C:4]([OH:5])[C@H:6]3[C@@H:11]2[C@H:10]2[CH2:41][C@@H:7]3[CH2:8][CH2:9]2)=[CH:35][CH:36]=1. The reactants are C(O[C:4]([C@H:6]1[C@@H:11]([N:12]([CH2:33][C:34]2[CH:39]=[CH:38][C:37]([F:40])=[CH:36][CH:35]=2)[C:13](=[O:32])[CH2:14][C:15]2[NH:20][C:19]3[CH:21]=[CH:22][C:23]([NH:25][S:26]([CH3:29])(=[O:28])=[O:27])=[CH:24][C:18]=3[S:17](=[O:31])(=[O:30])[N:16]=2)[C@H:10]2[CH2:41][C@@H:7]1[CH2:8][CH2:9]2)=[O:5])C.[O-]CC.[Na+].Cl. The yield is 0.680. (2) The reactants are [F:1][C:2]1[CH:7]=[CH:6][C:5]([CH:8]([C:18]2[CH:23]=[CH:22][C:21]([F:24])=[CH:20][CH:19]=2)[CH:9]([NH:13][C:14]([O:16][CH3:17])=[O:15])[C:10]([OH:12])=O)=[CH:4][CH:3]=1.CN(C(ON1N=NC2C=CC=NC1=2)=[N+](C)C)C.F[P-](F)(F)(F)(F)F.[NH2:49][CH:50]1[CH2:54][CH:53]([OH:55])[CH2:52][CH:51]1[CH2:56][CH2:57][C@@H:58]1[N:63]([S:64]([C:67]2[CH:72]=[CH:71][CH:70]=[CH:69][CH:68]=2)(=[O:66])=[O:65])[CH2:62][CH2:61][N:60]([C:73]([O:75][CH2:76][C:77]2[CH:82]=[CH:81][CH:80]=[CH:79][CH:78]=2)=[O:74])[CH2:59]1.CCN(C(C)C)C(C)C. The catalyst is C(#N)C.CCOC(C)=O. The product is [F:1][C:2]1[CH:3]=[CH:4][C:5]([CH:8]([C:18]2[CH:23]=[CH:22][C:21]([F:24])=[CH:20][CH:19]=2)[C@@H:9]([NH:13][C:14]([O:16][CH3:17])=[O:15])[C:10]([NH:49][CH:50]2[CH2:54][CH:53]([OH:55])[CH2:52][CH:51]2[CH2:56][CH2:57][C@@H:58]2[N:63]([S:64]([C:67]3[CH:72]=[CH:71][CH:70]=[CH:69][CH:68]=3)(=[O:66])=[O:65])[CH2:62][CH2:61][N:60]([C:73]([O:75][CH2:76][C:77]3[CH:78]=[CH:79][CH:80]=[CH:81][CH:82]=3)=[O:74])[CH2:59]2)=[O:12])=[CH:6][CH:7]=1. The yield is 0.280. (3) The reactants are [NH2:1][C:2]1[CH:17]=[CH:16][CH:15]=[C:14]([Cl:18])[C:3]=1[C:4]([NH:6][C:7]1[CH:12]=[CH:11][CH:10]=[CH:9][C:8]=1[F:13])=[O:5].[Cl:19][CH2:20][C:21](Cl)=O. The catalyst is C(O)(=O)C. The product is [Cl:18][C:14]1[CH:15]=[CH:16][CH:17]=[C:2]2[C:3]=1[C:4](=[O:5])[N:6]([C:7]1[CH:12]=[CH:11][CH:10]=[CH:9][C:8]=1[F:13])[C:21]([CH2:20][Cl:19])=[N:1]2. The yield is 0.400. (4) The reactants are O[CH:2]=[C:3]1[C:11]2[C:6](=[CH:7][C:8]([C:12]([C:14]3[CH:19]=[CH:18][C:17]([NH:20][C:21](=[O:23])[CH3:22])=[CH:16][CH:15]=3)=[O:13])=[CH:9][CH:10]=2)[NH:5][C:4]1=[O:24].[NH2:25][C:26]1[CH:31]=[CH:30][C:29]([N:32]2[CH2:37][CH2:36][O:35][CH2:34][CH2:33]2)=[CH:28][CH:27]=1. The catalyst is O1CCOCC1. The product is [N:32]1([C:29]2[CH:28]=[CH:27][C:26]([NH:25][CH:2]=[C:3]3[C:11]4[C:6](=[CH:7][C:8]([C:12]([C:14]5[CH:19]=[CH:18][C:17]([NH:20][C:21](=[O:23])[CH3:22])=[CH:16][CH:15]=5)=[O:13])=[CH:9][CH:10]=4)[NH:5][C:4]3=[O:24])=[CH:31][CH:30]=2)[CH2:37][CH2:36][O:35][CH2:34][CH2:33]1. The yield is 0.330. (5) The reactants are [Br:1][C:2]1[C:10]2[C:9]([Cl:11])=[N:8][CH:7]=[N:6][C:5]=2[NH:4][CH:3]=1.[H-].[Na+].[C:14]1([S:20](Cl)(=[O:22])=[O:21])[CH:19]=[CH:18][CH:17]=[CH:16][CH:15]=1.O. The catalyst is CN(C=O)C. The product is [C:14]1([S:20]([N:4]2[C:5]3[N:6]=[CH:7][N:8]=[C:9]([Cl:11])[C:10]=3[C:2]([Br:1])=[CH:3]2)(=[O:22])=[O:21])[CH:19]=[CH:18][CH:17]=[CH:16][CH:15]=1. The yield is 0.890. (6) The reactants are [Cl:1][C:2]1[C:3]([F:21])=[C:4]2[CH:10]=[CH:9][N:8]([Si](C(C)C)(C(C)C)C(C)C)[C:5]2=[N:6][CH:7]=1.CCCC[N+](CCCC)(CCCC)CCCC.[F-]. The catalyst is C1COCC1. The product is [Cl:1][C:2]1[C:3]([F:21])=[C:4]2[CH:10]=[CH:9][NH:8][C:5]2=[N:6][CH:7]=1. The yield is 0.890.